From a dataset of CYP2C9 inhibition data for predicting drug metabolism from PubChem BioAssay. Regression/Classification. Given a drug SMILES string, predict its absorption, distribution, metabolism, or excretion properties. Task type varies by dataset: regression for continuous measurements (e.g., permeability, clearance, half-life) or binary classification for categorical outcomes (e.g., BBB penetration, CYP inhibition). Dataset: cyp2c9_veith. (1) The molecule is O=C(O)[C@@H]1CCCN[C@H]1C(=O)O. The result is 0 (non-inhibitor). (2) The drug is CCN1CCN(C(=O)N[C@H](C(=O)N[C@@H]2C(=O)N3C(C(=O)O)=C(CSc4nnnn4C)CS[C@@H]23)c2ccc(O)cc2)C(=O)C1=O.O.O. The result is 0 (non-inhibitor). (3) The molecule is Cn1c(=O)c(-c2ccc(Cl)cc2)nc2cnc(Oc3cccc(Cl)c3)nc21. The result is 0 (non-inhibitor). (4) The molecule is Nc1ncnc2c([C@@H]3O[C@@H](CO)[C@H](O)[C@@H]3O)nsc12. The result is 0 (non-inhibitor). (5) The compound is CCOC(=O)CSC1=C(C#N)C(c2sccc2C)C(C(C)=O)=C(C)N1. The result is 1 (inhibitor). (6) The compound is CN(C)C(=C(C#N)C#N)N1CCN(c2ccc(Cl)c(Cl)c2)CC1. The result is 1 (inhibitor). (7) The drug is COc1ccc(CNC(=O)[C@H](C)[C@@H]2C[C@@]2(C)[C@@H](NC(=O)OCc2ccccc2)c2ccccc2)cc1OC. The result is 1 (inhibitor). (8) The drug is O=C(c1cnccn1)N1CCC[C@@]2(CCN(c3ccncc3)C2)C1. The result is 0 (non-inhibitor). (9) The molecule is Cc1ccccc1OCC(=O)N/N=C1\CCOc2c(C)cccc21. The result is 0 (non-inhibitor).